Task: Predict which catalyst facilitates the given reaction.. Dataset: Catalyst prediction with 721,799 reactions and 888 catalyst types from USPTO (1) Reactant: [C:1]([C:4]1[CH:8]=[C:7]([C:9]([NH:11][C@@H:12]([CH3:28])[CH2:13][N:14]2[CH:18]=[CH:17][C:16]([C:19]3[CH:24]=[CH:23][C:22]([C:25]#[N:26])=[C:21]([Cl:27])[CH:20]=3)=[N:15]2)=[O:10])[NH:6][N:5]=1)(=[O:3])[CH3:2].CCO.[BH4-].[Na+].Cl. Product: [Cl:27][C:21]1[CH:20]=[C:19]([C:16]2[CH:17]=[CH:18][N:14]([CH2:13][C@@H:12]([NH:11][C:9]([C:7]3[NH:6][N:5]=[C:4]([CH:1]([OH:3])[CH3:2])[CH:8]=3)=[O:10])[CH3:28])[N:15]=2)[CH:24]=[CH:23][C:22]=1[C:25]#[N:26]. The catalyst class is: 6. (2) Reactant: [CH3:1][C:2]1[N:3]=[CH:4][NH:5][CH:6]=1.[F:7][C:8]1[CH:13]=[C:12]([C:14]([F:17])([F:16])[F:15])[CH:11]=[C:10](F)[C:9]=1[N+:19]([O-:21])=[O:20].C([O-])([O-])=O.[K+].[K+].O. Product: [F:7][C:8]1[C:9]([N+:19]([O-:21])=[O:20])=[C:10]([N:5]2[CH:6]=[C:2]([CH3:1])[N:3]=[CH:4]2)[CH:11]=[C:12]([C:14]([F:17])([F:16])[F:15])[CH:13]=1. The catalyst class is: 3. (3) Reactant: [C:1]12([NH:6][C:7]([C:9]3[CH:10]=[C:11]([C:15]4[C:16]([CH2:35][C:36](O)=[O:37])=[CH:17][C:18]5[O:22][C:21]([C:23]6[CH:28]=[CH:27][C:26]([F:29])=[CH:25][CH:24]=6)=[C:20]([C:30](=[O:33])[NH:31][CH3:32])[C:19]=5[CH:34]=4)[CH:12]=[CH:13][CH:14]=3)=[O:8])[CH2:5][CH:3]([CH2:4]1)[CH2:2]2.Cl.[CH3:40][NH:41][CH3:42].CCN(C(C)C)C(C)C.CN(C(ON1N=NC2C=CC=NC1=2)=[N+](C)C)C.F[P-](F)(F)(F)(F)F. Product: [C:1]12([NH:6][C:7]([C:9]3[CH:10]=[C:11]([C:15]4[C:16]([CH2:35][C:36]([N:41]([CH3:42])[CH3:40])=[O:37])=[CH:17][C:18]5[O:22][C:21]([C:23]6[CH:24]=[CH:25][C:26]([F:29])=[CH:27][CH:28]=6)=[C:20]([C:30]([NH:31][CH3:32])=[O:33])[C:19]=5[CH:34]=4)[CH:12]=[CH:13][CH:14]=3)=[O:8])[CH2:2][CH:3]([CH2:5]1)[CH2:4]2. The catalyst class is: 18. (4) Reactant: [CH3:1][O:2][C:3]1[CH:4]=[C:5]([CH:9]=[CH:10][C:11]=1[O:12][CH3:13])[C:6]([OH:8])=[O:7].[Br:14]Br. Product: [Br:14][C:9]1[CH:10]=[C:11]([O:12][CH3:13])[C:3]([O:2][CH3:1])=[CH:4][C:5]=1[C:6]([OH:8])=[O:7]. The catalyst class is: 52. (5) Reactant: [Br:1][C:2]1[CH2:7][CH2:6][C:5]([CH3:9])([CH3:8])[CH2:4][C:3]=1[CH2:10]O.P(Br)(Br)[Br:13]. Product: [Br:1][C:2]1[CH2:7][CH2:6][C:5]([CH3:9])([CH3:8])[CH2:4][C:3]=1[CH2:10][Br:13]. The catalyst class is: 28.